From a dataset of Full USPTO retrosynthesis dataset with 1.9M reactions from patents (1976-2016). Predict the reactants needed to synthesize the given product. (1) The reactants are: O[CH:2]1[CH2:5][N:4]([C:6]2[CH:11]=[CH:10][C:9]([N:12]3[CH2:16][C@H:15]([CH2:17][O:18][C:19]4[CH:23]=[CH:22][O:21][N:20]=4)[O:14][C:13]3=[O:24])=[CH:8][C:7]=2[F:25])[CH2:3]1.FC1C=C(N2C[C@H](CO)OC2=O)C=C[C:32]=1[N:33]1C=C(C)N=C1. Given the product [F:25][C:7]1[CH:8]=[C:9]([N:12]2[CH2:16][C@H:15]([CH2:17][O:18][C:19]3[CH:23]=[CH:22][O:21][N:20]=3)[O:14][C:13]2=[O:24])[CH:10]=[CH:11][C:6]=1[N:4]1[CH:3]=[C:2]([CH3:5])[N:33]=[CH:32]1, predict the reactants needed to synthesize it. (2) Given the product [F:47][C:32]1[C:31]([C:28]2[CH:29]=[CH:30][C:25]([F:24])=[C:26]([CH3:39])[CH:27]=2)=[CH:36][CH:35]=[C:34]2[C:33]=1[NH:37][C:2]1[C:3]3[CH:4]=[CH:5][C:6]([C:12]4[CH:13]=[C:14]([NH:18][S:19]([CH3:22])(=[O:21])=[O:20])[CH:15]=[CH:16][CH:17]=4)=[CH:7][C:8]=3[CH2:9][CH2:10][C:11]2=1, predict the reactants needed to synthesize it. The reactants are: O=[C:2]1[CH2:11][CH2:10][CH2:9][C:8]2[CH:7]=[C:6]([C:12]3[CH:13]=[C:14]([NH:18][S:19]([CH3:22])(=[O:21])=[O:20])[CH:15]=[CH:16][CH:17]=3)[CH:5]=[CH:4][C:3]1=2.Cl.[F:24][C:25]1[CH:30]=[CH:29][C:28]([C:31]2[CH:36]=[CH:35][CH:34]=[C:33]([NH:37]N)[CH:32]=2)=[CH:27][C:26]=1[CH3:39].CC1C=C(B(O)O)C=CC=1[F:47].ClC1C(F)=C(C=CC=1)N.